From a dataset of Full USPTO retrosynthesis dataset with 1.9M reactions from patents (1976-2016). Predict the reactants needed to synthesize the given product. (1) Given the product [NH2:16][C:12]1[C:13]([F:15])=[CH:14][C:9]([OH:8])=[C:10]([F:19])[CH:11]=1, predict the reactants needed to synthesize it. The reactants are: C([O:8][C:9]1[CH:14]=[C:13]([F:15])[C:12]([N+:16]([O-])=O)=[CH:11][C:10]=1[F:19])C1C=CC=CC=1. (2) Given the product [CH3:20][O:21][C:22]1[CH:23]=[C:24]([CH:27]=[CH:28][CH:29]=1)[CH2:25][NH:26][C:17]([C:15]1[CH:16]=[C:11]([C:5]2[CH:4]=[C:3]([CH2:1][CH3:2])[C:8](=[O:9])[NH:7][C:6]=2[CH3:10])[CH:12]=[N:13][CH:14]=1)=[O:19], predict the reactants needed to synthesize it. The reactants are: [CH2:1]([C:3]1[C:8](=[O:9])[NH:7][C:6]([CH3:10])=[C:5]([C:11]2[CH:12]=[N:13][CH:14]=[C:15]([C:17]([OH:19])=O)[CH:16]=2)[CH:4]=1)[CH3:2].[CH3:20][O:21][C:22]1[CH:23]=[C:24]([CH:27]=[CH:28][CH:29]=1)[CH2:25][NH2:26]. (3) Given the product [ClH:13].[Cl:13][C:14]1[CH:33]=[CH:32][C:17]([NH:18][C:19]2[C:28]3[C:23](=[CH:24][C:25]([O:31][CH2:63][CH2:62][N:55]([CH3:54])[C:56]4[CH:61]=[CH:60][N:59]=[N:58][CH:57]=4)=[C:26]([O:29][CH3:30])[CH:27]=3)[N:22]=[CH:21][N:20]=2)=[C:16]([F:34])[CH:15]=1, predict the reactants needed to synthesize it. The reactants are: N(C(OCC)=O)=NC(OCC)=O.[Cl:13][C:14]1[CH:33]=[CH:32][C:17]([NH:18][C:19]2[C:28]3[C:23](=[CH:24][C:25]([OH:31])=[C:26]([O:29][CH3:30])[CH:27]=3)[N:22]=[CH:21][N:20]=2)=[C:16]([F:34])[CH:15]=1.C1(P(C2C=CC=CC=2)C2C=CC=CC=2)C=CC=CC=1.[CH3:54][N:55]([CH2:62][CH2:63]O)[C:56]1[CH:61]=[CH:60][N:59]=[N:58][CH:57]=1.Cl. (4) Given the product [Cl:13][C:10]1[C:9]2[C:4](=[CH:5][C:6]([F:15])=[CH:7][C:8]=2[F:14])[N:3]=[C:2]([N:16]2[CH2:20][CH2:19][CH2:18][C@@H:17]2[C:21]([O:23][C:24]([CH3:27])([CH3:26])[CH3:25])=[O:22])[C:11]=1[CH3:12], predict the reactants needed to synthesize it. The reactants are: Cl[C:2]1[C:11]([CH3:12])=[C:10]([Cl:13])[C:9]2[C:4](=[CH:5][C:6]([F:15])=[CH:7][C:8]=2[F:14])[N:3]=1.[NH:16]1[CH2:20][CH2:19][CH2:18][C@@H:17]1[C:21]([O:23][C:24]([CH3:27])([CH3:26])[CH3:25])=[O:22].C(N(CC)CC)C.